Dataset: Full USPTO retrosynthesis dataset with 1.9M reactions from patents (1976-2016). Task: Predict the reactants needed to synthesize the given product. (1) Given the product [CH2:2]1[O:3][C:4]2([CH:5]3[CH2:6][CH:7]4[CH2:8][C:9]([CH2:14][O:15][S:25]([C:24]([F:37])([F:36])[F:23])(=[O:27])=[O:26])([CH2:10][CH:11]2[CH2:12]4)[CH2:13]3)[O:16][CH2:1]1, predict the reactants needed to synthesize it. The reactants are: [CH2:1]1[O:16][C:4]2([CH:11]3[CH2:12][CH:7]4[CH2:8][C:9]([CH2:14][OH:15])([CH2:13][CH:5]2[CH2:6]4)[CH2:10]3)[O:3][CH2:2]1.N1C=CC=CC=1.[F:23][C:24]([F:37])([F:36])[S:25](O[S:25]([C:24]([F:37])([F:36])[F:23])(=[O:27])=[O:26])(=[O:27])=[O:26].C(Cl)Cl. (2) Given the product [C:1]([O:5][C:6]([N:8]1[CH2:11][CH:10]([CH3:12])[C:9]1([CH2:20][CH:21]=[O:25])[C:13]([O:15][C:16]([CH3:19])([CH3:18])[CH3:17])=[O:14])=[O:7])([CH3:4])([CH3:3])[CH3:2], predict the reactants needed to synthesize it. The reactants are: [C:1]([O:5][C:6]([N:8]1[CH2:11][CH:10]([CH3:12])[C:9]1([CH2:20][CH:21]=C(C)C)[C:13]([O:15][C:16]([CH3:19])([CH3:18])[CH3:17])=[O:14])=[O:7])([CH3:4])([CH3:3])[CH3:2].[O:25]=[O+][O-].C1(P(C2C=CC=CC=2)C2C=CC=CC=2)C=CC=CC=1.S([O-])([O-])(=O)=S.[Na+].[Na+]. (3) Given the product [NH2:1][C:2]1[C:10]2[C:5](=[C:6]([C:11]3[C:12]([C@@H:24]([NH:34][C:35](=[O:52])[CH2:36][N:37]4[C:41]5[C:42]([F:47])([F:46])[C@@H:43]6[CH2:45][C@@H:44]6[C:40]=5[C:39]([C:48]([F:51])([F:50])[F:49])=[N:38]4)[CH2:25][C:26]4[CH:27]=[C:28]([F:33])[CH:29]=[C:30]([F:32])[CH:31]=4)=[N:13][C:14]([C:17]#[C:18][C:19]4([OH:23])[CH2:20][CH2:58][O:59][CH2:21][CH2:22]4)=[CH:15][CH:16]=3)[CH:7]=[CH:8][CH:9]=2)[N:4]([CH3:53])[N:3]=1, predict the reactants needed to synthesize it. The reactants are: [NH2:1][C:2]1[C:10]2[C:5](=[C:6]([C:11]3[C:12]([C@@H:24]([NH:34][C:35](=[O:52])[CH2:36][N:37]4[C:41]5[C:42]([F:47])([F:46])[C@@H:43]6[CH2:45][C@@H:44]6[C:40]=5[C:39]([C:48]([F:51])([F:50])[F:49])=[N:38]4)[CH2:25][C:26]4[CH:31]=[C:30]([F:32])[CH:29]=[C:28]([F:33])[CH:27]=4)=[N:13][C:14]([C:17]#[C:18][C:19]4([OH:23])[CH2:22][CH2:21][CH2:20]4)=[CH:15][CH:16]=3)[CH:7]=[CH:8][CH:9]=2)[N:4]([CH3:53])[N:3]=1.C(C1(O)CC[O:59][CH2:58]C1)#C.CCCC[N+](CCCC)(CCCC)CCCC.[F-]. (4) Given the product [CH:17]([O:16][CH:10]([CH2:9][C:5]1[CH:6]=[CH:7][CH:8]=[C:3]([CH2:2][O:1][C:27]([NH:26][C:23]2[CH:24]=[CH:25][C:20]([CH3:29])=[CH:21][CH:22]=2)=[O:28])[CH:4]=1)[C:11]([OH:13])=[O:12])([CH3:18])[CH3:19], predict the reactants needed to synthesize it. The reactants are: [OH:1][CH2:2][C:3]1[CH:4]=[C:5]([CH2:9][CH:10]([O:16][CH:17]([CH3:19])[CH3:18])[C:11]([O:13]CC)=[O:12])[CH:6]=[CH:7][CH:8]=1.[C:20]1([CH3:29])[CH:25]=[CH:24][C:23]([N:26]=[C:27]=[O:28])=[CH:22][CH:21]=1.